From a dataset of Full USPTO retrosynthesis dataset with 1.9M reactions from patents (1976-2016). Predict the reactants needed to synthesize the given product. Given the product [CH3:36][C:30]1[C:29]([C:2]2[CH:3]=[CH:4][C:5]([C@@H:8]([N:10]3[CH2:15][CH2:14][C@@:13]([C:20]4[CH:21]=[CH:22][C:23]([F:26])=[CH:24][CH:25]=4)([CH2:16][CH2:17][CH2:18][OH:19])[O:12][C:11]3=[O:27])[CH3:9])=[CH:6][CH:7]=2)=[CH:34][CH:33]=[C:32]([CH3:35])[N:31]=1, predict the reactants needed to synthesize it. The reactants are: Br[C:2]1[CH:7]=[CH:6][C:5]([C@@H:8]([N:10]2[CH2:15][CH2:14][C@@:13]([C:20]3[CH:25]=[CH:24][C:23]([F:26])=[CH:22][CH:21]=3)([CH2:16][CH2:17][CH2:18][OH:19])[O:12][C:11]2=[O:27])[CH3:9])=[CH:4][CH:3]=1.Br[C:29]1[C:30]([CH3:36])=[N:31][C:32]([CH3:35])=[CH:33][CH:34]=1.